Dataset: HIV replication inhibition screening data with 41,000+ compounds from the AIDS Antiviral Screen. Task: Binary Classification. Given a drug SMILES string, predict its activity (active/inactive) in a high-throughput screening assay against a specified biological target. (1) The compound is CC(CCc1nc(C#N)c(N)o1)C1CCC2C3CCC4CC(O)CCC4(C)C3CC(O)C12C. The result is 0 (inactive). (2) The molecule is CC=C1CC(C(=O)OCC)CCCCCCC1=O. The result is 0 (inactive). (3) The drug is COc1cc2c3cc1Oc1c(OC)c(OC)cc4c1C(Cc1ccc(cc1)Oc1cc(ccc1O)CC3N(C)CC2)N(C)CC4. The result is 0 (inactive).